Predict the reaction yield, written as a fraction of the theoretical maximum amount of product (1.0 means a 100% yield; for example, 0.34 means a 34% yield). From a dataset of Reaction yield outcomes from USPTO patents with 853,638 reactions. The reactants are [Cl:1][C:2]1[CH:3]=[C:4]([C:10]2([C:28]([F:31])([F:30])[F:29])[CH2:14][CH2:13][N:12]([C:15]3[N:20]=[C:19]([C:21]([F:24])([F:23])[F:22])[C:18]([C:25](O)=[O:26])=[CH:17][N:16]=3)[CH2:11]2)[CH:5]=[C:6]([Cl:9])[C:7]=1[Cl:8].S(Cl)(Cl)=O. The catalyst is CN(C)C=O.ClCCCl. The product is [Cl:1][C:2]1[CH:3]=[C:4]([C:10]2([C:28]([F:29])([F:30])[F:31])[CH2:14][CH2:13][N:12]([C:15]3[N:20]=[C:19]([C:21]([F:23])([F:24])[F:22])[C:18]([CH2:25][OH:26])=[CH:17][N:16]=3)[CH2:11]2)[CH:5]=[C:6]([Cl:9])[C:7]=1[Cl:8]. The yield is 0.860.